This data is from Catalyst prediction with 721,799 reactions and 888 catalyst types from USPTO. The task is: Predict which catalyst facilitates the given reaction. (1) Product: [CH2:29]([C:34]1[CH:35]=[CH:36][C:37]([S:40]([NH:19][CH2:18][CH2:17][C:8]2[C:9]([C:12]3[S:13][CH:14]=[CH:15][CH:16]=3)=[N:10][NH:11][C:7]=2[C:2]2[CH:3]=[N:4][CH:5]=[CH:6][N:1]=2)(=[O:42])=[O:41])=[CH:38][CH:39]=1)[CH2:30][CH2:31][CH2:32][CH3:33]. Reactant: [N:1]1[CH:6]=[CH:5][N:4]=[CH:3][C:2]=1[C:7]1[NH:11][N:10]=[C:9]([C:12]2[S:13][CH:14]=[CH:15][CH:16]=2)[C:8]=1[CH2:17][CH2:18][NH2:19].C(N(C(C)C)CC)(C)C.[CH2:29]([C:34]1[CH:39]=[CH:38][C:37]([S:40](Cl)(=[O:42])=[O:41])=[CH:36][CH:35]=1)[CH2:30][CH2:31][CH2:32][CH3:33]. The catalyst class is: 4. (2) Reactant: Br[C:2]1[CH:3]=[CH:4][C:5]([N+:8]([O-:10])=[O:9])=[N:6][CH:7]=1.[NH:11]1[CH2:15][CH2:14][C@@H:13]([OH:16])[CH2:12]1. Product: [N+:8]([C:5]1[N:6]=[CH:7][C:2]([N:11]2[CH2:15][CH2:14][C@@H:13]([OH:16])[CH2:12]2)=[CH:3][CH:4]=1)([O-:10])=[O:9]. The catalyst class is: 797.